This data is from Catalyst prediction with 721,799 reactions and 888 catalyst types from USPTO. The task is: Predict which catalyst facilitates the given reaction. (1) Reactant: [N:1]1[NH:2][CH:3]=[C:4]2[CH2:8][N:7](C(OC(C)(C)C)=O)[CH2:6][C:5]=12.C(Cl)[Cl:17]. Product: [ClH:17].[N:1]1[NH:2][CH:3]=[C:4]2[CH2:8][NH:7][CH2:6][C:5]=12. The catalyst class is: 67. (2) Reactant: [C:1]([C:4]1[C:5]([C:21]2[CH:26]=[CH:25][CH:24]=[C:23]([C:27]#[N:28])[CH:22]=2)=[C:6]([Cl:20])[N:7]2[CH2:12][CH2:11][N:10](C(OC(C)(C)C)=O)[CH2:9][C:8]=12)(=[O:3])[NH2:2].FC(F)(F)C(O)=O. Product: [Cl:20][C:6]1[N:7]2[CH2:12][CH2:11][NH:10][CH2:9][C:8]2=[C:4]([C:1]([NH2:2])=[O:3])[C:5]=1[C:21]1[CH:26]=[CH:25][CH:24]=[C:23]([C:27]#[N:28])[CH:22]=1. The catalyst class is: 4. (3) Reactant: Br[C:2]1[C:7]([N+:8]([O-])=O)=[CH:6][C:5]([Cl:11])=[CH:4][N:3]=1.[CH3:12][C:13]1[CH:18]=[CH:17][CH:16]=[C:15]([CH3:19])[C:14]=1[OH:20].C(=O)([O-])[O-].[K+].[K+]. Product: [Cl:11][C:5]1[CH:6]=[C:7]([NH2:8])[C:2]([O:20][C:14]2[C:15]([CH3:19])=[CH:16][CH:17]=[CH:18][C:13]=2[CH3:12])=[N:3][CH:4]=1. The catalyst class is: 3. (4) Reactant: C[O:2][C:3](=O)[C:4]1[CH:9]=[C:8]([F:10])[C:7]([F:11])=[C:6]([O:12][CH2:13][F:14])[C:5]=1[F:15].[NH3:17]. Product: [F:15][C:5]1[C:6]([O:12][CH2:13][F:14])=[C:7]([F:11])[C:8]([F:10])=[CH:9][C:4]=1[C:3]([NH2:17])=[O:2]. The catalyst class is: 5. (5) Reactant: C([O:8][C:9]1[C:14](=[O:15])[CH:13]=[CH:12][N:11]([CH3:16])[CH:10]=1)C1C=CC=CC=1.[H][H]. Product: [OH:8][C:9]1[C:14](=[O:15])[CH:13]=[CH:12][N:11]([CH3:16])[CH:10]=1. The catalyst class is: 19. (6) Reactant: [CH3:1][O:2][C:3]1[CH:8]=[CH:7][C:6]([N+:9]([O-])=O)=[CH:5][C:4]=1[C:12]1[CH2:13][CH2:14][N:15]([C:18]([O:20][C:21]([CH3:24])([CH3:23])[CH3:22])=[O:19])[CH2:16][CH:17]=1.[H][H]. Product: [NH2:9][C:6]1[CH:7]=[CH:8][C:3]([O:2][CH3:1])=[C:4]([CH:12]2[CH2:17][CH2:16][N:15]([C:18]([O:20][C:21]([CH3:22])([CH3:23])[CH3:24])=[O:19])[CH2:14][CH2:13]2)[CH:5]=1. The catalyst class is: 515. (7) Reactant: [CH2:1]([N:8]([CH2:19][CH2:20][C:21]1[CH:26]=[CH:25][C:24]([Br:27])=[CH:23][CH:22]=1)[CH2:9][C@@H:10]([C:12]1[CH:17]=[CH:16][CH:15]=[C:14]([Cl:18])[CH:13]=1)[OH:11])[C:2]1[CH:7]=[CH:6][CH:5]=[CH:4][CH:3]=1.N1C=CN=C1.[Si:33](Cl)([C:36]([CH3:39])([CH3:38])[CH3:37])([CH3:35])[CH3:34]. Product: [CH2:1]([N:8]([CH2:19][CH2:20][C:21]1[CH:26]=[CH:25][C:24]([Br:27])=[CH:23][CH:22]=1)[CH2:9][C@H:10]([O:11][Si:33]([C:36]([CH3:39])([CH3:38])[CH3:37])([CH3:35])[CH3:34])[C:12]1[CH:17]=[CH:16][CH:15]=[C:14]([Cl:18])[CH:13]=1)[C:2]1[CH:3]=[CH:4][CH:5]=[CH:6][CH:7]=1. The catalyst class is: 9. (8) Reactant: [C:1]([NH:4][C:5]1[CH:6]=[C:7]2[C:12](=[CH:13][C:14]=1[O:15][CH3:16])[CH:11]([C:17]1[CH:22]=[CH:21][C:20]([N+:23]([O-:25])=[O:24])=[CH:19][CH:18]=1)[O:10][CH:9]([CH3:26])[CH2:8]2)(=[O:3])[CH3:2].CC(C)=[O:29]. The catalyst class is: 82. Product: [C:1]([NH:4][C:5]1[CH:6]=[C:7]([CH2:8][C:9](=[O:29])[CH3:26])[C:12]([C:11](=[O:10])[C:17]2[CH:22]=[CH:21][C:20]([N+:23]([O-:25])=[O:24])=[CH:19][CH:18]=2)=[CH:13][C:14]=1[O:15][CH3:16])(=[O:3])[CH3:2].